From a dataset of CYP2D6 substrate classification data from Carbon-Mangels et al.. Regression/Classification. Given a drug SMILES string, predict its absorption, distribution, metabolism, or excretion properties. Task type varies by dataset: regression for continuous measurements (e.g., permeability, clearance, half-life) or binary classification for categorical outcomes (e.g., BBB penetration, CYP inhibition). Dataset: cyp2d6_substrate_carbonmangels. (1) The drug is Cc1nccn1C[C@H]1CCc2c(c3ccccc3n2C)C1=O. The result is 1 (substrate). (2) The drug is O=C(OC1C[C@@H]2CC3C[C@H](C1)N2CC3=O)c1c[nH]c2ccccc12. The result is 1 (substrate). (3) The compound is CCN(CC)C(=O)N1CCN(C)CC1. The result is 0 (non-substrate). (4) The compound is COc1ccc(C(=O)N2CCN(c3ccc4c(c3)CCC(=O)N4)CC2)cc1OC. The result is 0 (non-substrate). (5) The drug is CN1CCc2cccc3c2[C@@H]1Cc1ccc(O)c(O)c1-3. The result is 0 (non-substrate). (6) The molecule is CC(C)NC[C@H](O)COc1cccc2[nH]ccc12. The result is 1 (substrate). (7) The molecule is CCCCOC(=O)C(=O)Nc1cccc(-c2nnn[nH]2)c1. The result is 0 (non-substrate). (8) The compound is CNCCCC12CCC(c3ccccc31)c1ccccc12. The result is 1 (substrate).